Dataset: Full USPTO retrosynthesis dataset with 1.9M reactions from patents (1976-2016). Task: Predict the reactants needed to synthesize the given product. (1) Given the product [NH2:16][C:9]1[C:8]2=[C:7]([C:17]3[CH:18]=[CH:19][C:20]([NH:23][C:40]([NH:39][C:35]4[CH:34]=[C:33]([C:32]([F:49])([F:31])[F:50])[CH:38]=[CH:37][N:36]=4)=[O:41])=[CH:21][CH:22]=3)[C:6]([C:4]([O:3][CH2:1][CH3:2])=[O:5])=[C:14]([Br:15])[N:13]2[N:12]=[CH:11][N:10]=1, predict the reactants needed to synthesize it. The reactants are: [CH2:1]([O:3][C:4]([C:6]1[C:7]([C:17]2[CH:22]=[CH:21][C:20]([NH2:23])=[CH:19][CH:18]=2)=[C:8]2[N:13]([C:14]=1[Br:15])[N:12]=[CH:11][N:10]=[C:9]2[NH2:16])=[O:5])[CH3:2].C(N(CC)CC)C.[F:31][C:32]([F:50])([F:49])[C:33]1[CH:38]=[CH:37][N:36]=[C:35]([NH:39][C:40](=O)[O:41]C2C=CC=CC=2)[CH:34]=1. (2) Given the product [C:1]1([C:13]2[C:14](=[O:15])[NH:16][C:19](=[O:18])[C:20]=2[C:22]2[C:30]3[C:25](=[CH:26][CH:27]=[CH:28][CH:29]=3)[N:24]([CH2:31][CH2:32][CH2:33][CH2:34][OH:35])[CH:23]=2)[C:11]2=[C:12]3[C:7](=[CH:8][CH:9]=[CH:10]2)[CH2:6][CH2:5][CH2:4][N:3]3[CH:2]=1, predict the reactants needed to synthesize it. The reactants are: [C:1]1([CH2:13][C:14]([NH2:16])=[O:15])[C:11]2=[C:12]3[C:7](=[CH:8][CH:9]=[CH:10]2)[CH2:6][CH2:5][CH2:4][N:3]3[CH:2]=1.C[O:18][C:19](=O)[C:20]([C:22]1[C:30]2[C:25](=[CH:26][CH:27]=[CH:28][CH:29]=2)[N:24]([CH2:31][CH2:32][CH2:33][CH2:34][OH:35])[CH:23]=1)=O. (3) Given the product [CH3:10][C:9]1[CH:8]=[CH:7][CH:6]=[C:5]2[C:4]=1[CH:3]=[C:2]([C:13]1[CH:18]=[CH:17][CH:16]=[CH:15][CH:14]=1)[NH:11]2, predict the reactants needed to synthesize it. The reactants are: Br[C:2](Br)=[CH:3][C:4]1[C:9]([CH3:10])=[CH:8][CH:7]=[CH:6][C:5]=1[NH2:11].[C:13]1(B(O)O)[CH:18]=[CH:17][CH:16]=[CH:15][CH:14]=1.[O-]P([O-])([O-])=O.[K+].[K+].[K+].O.COC1C=CC=C(OC)C=1C1C=CC=CC=1P(C1CCCCC1)C1CCCCC1. (4) Given the product [CH3:45][O:44][C:40]1[CH:39]=[C:38]([NH:37][CH:30]([C:31]2[CH:36]=[CH:35][CH:34]=[CH:33][CH:32]=2)[C:8]([C:10]2[C:18]3[C:13](=[CH:14][C:15]([C:19]([O:21][CH3:22])=[O:20])=[CH:16][CH:17]=3)[NH:12][CH:11]=2)=[O:9])[CH:43]=[CH:42][CH:41]=1, predict the reactants needed to synthesize it. The reactants are: C(N(CC)CC)C.[CH:8]([C:10]1[C:18]2[C:13](=[CH:14][C:15]([C:19]([O:21][CH3:22])=[O:20])=[CH:16][CH:17]=2)[N:12](C(OC(C)(C)C)=O)[CH:11]=1)=[O:9].[CH:30](=[N:37][C:38]1[CH:43]=[CH:42][CH:41]=[C:40]([O:44][CH3:45])[CH:39]=1)[C:31]1[CH:36]=[CH:35][CH:34]=[CH:33][CH:32]=1. (5) Given the product [CH2:42]([N:46]([CH2:50][CH2:51][CH2:52][CH3:53])[CH2:47][CH2:48][NH:49][C:34]([NH:20][C:19]1[CH:21]=[CH:22][C:16]([O:15][C:6]2[C:5]3[C:10](=[CH:11][C:12]([O:13][CH3:14])=[C:3]([O:2][CH3:1])[CH:4]=3)[N:9]=[CH:8][N:7]=2)=[CH:17][CH:18]=1)=[O:40])[CH2:43][CH2:44][CH3:45], predict the reactants needed to synthesize it. The reactants are: [CH3:1][O:2][C:3]1[CH:4]=[C:5]2[C:10](=[CH:11][C:12]=1[O:13][CH3:14])[N:9]=[CH:8][N:7]=[C:6]2[O:15][C:16]1[CH:22]=[CH:21][C:19]([NH2:20])=[CH:18][CH:17]=1.C(N(CC)CC)C.ClC(Cl)(O[C:34](=[O:40])OC(Cl)(Cl)Cl)Cl.[CH2:42]([N:46]([CH2:50][CH2:51][CH2:52][CH3:53])[CH2:47][CH2:48][NH2:49])[CH2:43][CH2:44][CH3:45].